From a dataset of Full USPTO retrosynthesis dataset with 1.9M reactions from patents (1976-2016). Predict the reactants needed to synthesize the given product. Given the product [Br:8][C:9]1[C:16]([C:17]#[N:18])=[CH:15][CH:14]=[CH:13][C:10]=1[CH:11]1[C:16]([C:17]#[N:18])=[C:15]([CH:4]2[CH2:1][CH2:2]2)[NH:19][C:20]2=[N:21][NH:22][CH:23]=[C:24]12, predict the reactants needed to synthesize it. The reactants are: [CH:1]1([C:4](OC)=O)C[CH2:2]1.[Br:8][C:9]1[C:16]([C:17]#[N:18])=[CH:15][CH:14]=[CH:13][C:10]=1[CH:11]=O.[NH2:19][C:20]1[CH:24]=[CH:23][NH:22][N:21]=1.